From a dataset of Catalyst prediction with 721,799 reactions and 888 catalyst types from USPTO. Predict which catalyst facilitates the given reaction. (1) Reactant: C(OC(=O)[NH:7][C@@H:8]1[CH2:12][CH2:11][N:10]([C:13]2[N:14]=[C:15]3[N:21]([CH2:22][C:23]4[CH:24]=[CH:25][C:26]5[O:30][CH2:29][CH2:28][C:27]=5[CH:31]=4)[N:20]=[N:19][C:16]3=[N:17][CH:18]=2)[CH2:9]1)(C)(C)C.Cl.O1CCOCC1. Product: [O:30]1[C:26]2[CH:25]=[CH:24][C:23]([CH2:22][N:21]3[C:15]4[C:16](=[N:17][CH:18]=[C:13]([N:10]5[CH2:11][CH2:12][C@@H:8]([NH2:7])[CH2:9]5)[N:14]=4)[N:19]=[N:20]3)=[CH:31][C:27]=2[CH2:28][CH2:29]1. The catalyst class is: 2. (2) Reactant: [CH3:1][C:2]1[N:3]([C:7]2[CH:8]=[C:9]3[C:14](=[CH:15][C:16]=2[C:17]([F:20])([F:19])[F:18])[NH:13][C:12](=[O:21])[N:11]([NH:22][S:23]([CH3:26])(=[O:25])=[O:24])[C:10]3=[O:27])[CH:4]=[CH:5][N:6]=1.Cl[C:29]([O:31][CH2:32][CH3:33])=[O:30]. Product: [CH2:32]([O:31][C:29](=[O:30])[N:22]([S:23]([CH3:26])(=[O:25])=[O:24])[N:11]1[C:10](=[O:27])[C:9]2[C:14](=[CH:15][C:16]([C:17]([F:19])([F:20])[F:18])=[C:7]([N:3]3[CH:4]=[CH:5][N:6]=[C:2]3[CH3:1])[CH:8]=2)[NH:13][C:12]1=[O:21])[CH3:33]. The catalyst class is: 17.